Predict the product of the given reaction. From a dataset of Forward reaction prediction with 1.9M reactions from USPTO patents (1976-2016). (1) Given the reactants C(=O)([O-])[O-].[K+].[K+].C([O:10][CH2:11][CH:12]=[CH:13][C:14](=[CH2:26])[CH2:15][CH2:16][CH:17]=[C:18]([CH3:25])[CH2:19][CH2:20][CH:21]=[C:22]([CH3:24])[CH3:23])(=O)C.C1COCC1, predict the reaction product. The product is: [CH3:25][C:18]([CH2:19][CH2:20][CH:21]=[C:22]([CH3:24])[CH3:23])=[CH:17][CH2:16][CH2:15][C:14](=[CH2:26])[CH:13]=[CH:12][CH2:11][OH:10]. (2) The product is: [C:19]([O:22][C:23]([N:16]1[C:11]2[CH:12]=[N:13][CH:14]=[CH:15][C:10]=2[N:9]=[C:8]1[C:6]1[CH:7]=[C:2]([Br:1])[CH:3]=[CH:4][C:5]=1[Cl:17])=[O:24])([CH3:21])([CH3:20])[CH3:18]. Given the reactants [Br:1][C:2]1[CH:3]=[CH:4][C:5]([Cl:17])=[C:6]([C:8]2[NH:16][C:11]3[CH:12]=[N:13][CH:14]=[CH:15][C:10]=3[N:9]=2)[CH:7]=1.[CH3:18][C:19]([O:22][C:23](O[C:23]([O:22][C:19]([CH3:21])([CH3:20])[CH3:18])=[O:24])=[O:24])([CH3:21])[CH3:20], predict the reaction product. (3) The product is: [C:46]([C:44]1[CH:43]=[CH:42][C:41]([O:50][CH3:51])=[C:40]([CH:45]=1)[C:39]([NH:26][C:21]1[CH:22]=[CH:23][C:24]([CH3:25])=[C:19]([N:17]2[CH:18]=[C:14]([C:4]3[CH:5]=[N:6][N:7]([C:8]4[CH:13]=[CH:12][CH:11]=[CH:10][CH:9]=4)[C:3]=3[CH2:1][CH3:2])[N:15]=[CH:16]2)[CH:20]=1)=[O:38])([CH3:49])([CH3:47])[CH3:48]. Given the reactants [CH2:1]([C:3]1[N:7]([C:8]2[CH:13]=[CH:12][CH:11]=[CH:10][CH:9]=2)[N:6]=[CH:5][C:4]=1[C:14]1[N:15]=[CH:16][N:17]([C:19]2[CH:20]=[C:21]([NH2:26])[CH:22]=[CH:23][C:24]=2[CH3:25])[CH:18]=1)[CH3:2].[Li+].C[Si]([N-][Si](C)(C)C)(C)C.C[O:38][C:39](=O)[C:40]1[CH:45]=[C:44]([C:46]([CH3:49])([CH3:48])[CH3:47])[CH:43]=[CH:42][C:41]=1[O:50][CH3:51].C([O-])(O)=O.[Na+], predict the reaction product.